Dataset: Reaction yield outcomes from USPTO patents with 853,638 reactions. Task: Predict the reaction yield, written as a fraction of the theoretical maximum amount of product (1.0 means a 100% yield; for example, 0.34 means a 34% yield). (1) The reactants are Cl.[CH2:2]([O:9][C:10]1[CH:19]=[C:18]2[C:13]([C:14](Cl)=[N:15][CH:16]=[N:17]2)=[CH:12][C:11]=1[O:21][CH3:22])[C:3]1[CH:8]=[CH:7][CH:6]=[CH:5][CH:4]=1.[F:23][C:24]1[CH:29]=[C:28]([CH3:30])[C:27]([O:31]C(OC)=O)=[CH:26][C:25]=1[OH:36]. The catalyst is N1C=CC=CC=1. The product is [CH2:2]([O:9][C:10]1[CH:19]=[C:18]2[C:13]([C:14]([O:36][C:25]3[CH:26]=[C:27]([OH:31])[C:28]([CH3:30])=[CH:29][C:24]=3[F:23])=[N:15][CH:16]=[N:17]2)=[CH:12][C:11]=1[O:21][CH3:22])[C:3]1[CH:8]=[CH:7][CH:6]=[CH:5][CH:4]=1. The yield is 0.640. (2) The reactants are C(OC([NH:11][C@@H:12]([CH2:25][C:26]1[CH:31]=[CH:30][C:29]([C:32]2[N:37]=[CH:36][C:35]([C:38]3[CH:43]=[CH:42][C:41]([O:44][CH2:45][CH2:46][CH2:47][CH2:48][CH2:49][CH2:50][CH3:51])=[CH:40][CH:39]=3)=[CH:34][N:33]=2)=[CH:28][CH:27]=1)[C:13]([NH:15][C@@H:16]([C:18]([O:20][C:21]([CH3:24])([CH3:23])[CH3:22])=[O:19])[CH3:17])=[O:14])=O)C1C=CC=CC=1.C(O)(=O)C. The catalyst is C1COCC1.[Pd].CCO. The product is [NH2:11][C@@H:12]([CH2:25][C:26]1[CH:31]=[CH:30][C:29]([C:32]2[N:37]=[CH:36][C:35]([C:38]3[CH:43]=[CH:42][C:41]([O:44][CH2:45][CH2:46][CH2:47][CH2:48][CH2:49][CH2:50][CH3:51])=[CH:40][CH:39]=3)=[CH:34][N:33]=2)=[CH:28][CH:27]=1)[C:13]([NH:15][C@@H:16]([C:18]([O:20][C:21]([CH3:22])([CH3:23])[CH3:24])=[O:19])[CH3:17])=[O:14]. The yield is 0.770.